From a dataset of Reaction yield outcomes from USPTO patents with 853,638 reactions. Predict the reaction yield, written as a fraction of the theoretical maximum amount of product (1.0 means a 100% yield; for example, 0.34 means a 34% yield). (1) The reactants are [CH2:1]([O:3][C:4]1[CH:35]=[C:34]([F:36])[C:7]([CH2:8][N:9]2[C:17]3[C:12](=[CH:13][CH:14]=[CH:15][CH:16]=3)[C:11]([C:18]3[N:23]=[C:22]([NH2:24])[C:21](/[N:25]=N/C4C=CC=CC=4)=[C:20]([NH2:33])[N:19]=3)=[N:10]2)=[C:6]([F:37])[CH:5]=1)[CH3:2]. The catalyst is [Pd].CN(C)C=O. The product is [CH2:1]([O:3][C:4]1[CH:5]=[C:6]([F:37])[C:7]([CH2:8][N:9]2[C:17]3[C:12](=[CH:13][CH:14]=[CH:15][CH:16]=3)[C:11]([C:18]3[N:23]=[C:22]([NH2:24])[C:21]([NH2:25])=[C:20]([NH2:33])[N:19]=3)=[N:10]2)=[C:34]([F:36])[CH:35]=1)[CH3:2]. The yield is 0.630. (2) The product is [CH2:1]([O:3][C:4]1[CH:5]=[C:6]([CH:12]([N:17]2[C:21](=[O:22])[C:20]3=[C:23]([N:27]([CH3:29])[CH3:28])[CH:24]=[CH:25][CH:26]=[C:19]3[C:18]2=[O:30])[CH2:13][C:14]([NH:44][OH:45])=[O:16])[CH:7]=[CH:8][C:9]=1[O:10][CH3:11])[CH3:2]. The reactants are [CH2:1]([O:3][C:4]1[CH:5]=[C:6]([CH:12]([N:17]2[C:21](=[O:22])[C:20]3=[C:23]([N:27]([CH3:29])[CH3:28])[CH:24]=[CH:25][CH:26]=[C:19]3[C:18]2=[O:30])[CH2:13][C:14]([OH:16])=O)[CH:7]=[CH:8][C:9]=1[O:10][CH3:11])[CH3:2].C(N1C=CN=C1)(N1C=CN=C1)=O.Cl.[NH2:44][OH:45]. The yield is 0.870. The catalyst is O1CCCC1. (3) The reactants are [N+:1]([C:4]1[CH:5]=[C:6]([NH2:10])[CH:7]=[CH:8][CH:9]=1)([O-:3])=[O:2].[N:11]([O-])=O.[Na+].[Cl:15][Sn]Cl.O. The catalyst is O.Cl. The product is [ClH:15].[N+:1]([C:4]1[CH:5]=[C:6]([NH:10][NH2:11])[CH:7]=[CH:8][CH:9]=1)([O-:3])=[O:2]. The yield is 0.730.